This data is from Forward reaction prediction with 1.9M reactions from USPTO patents (1976-2016). The task is: Predict the product of the given reaction. (1) The product is: [Cl:32][C:2]1[CH:10]=[CH:9][C:5]([C:6]([NH:20][CH2:19][C:18]2[CH:21]=[CH:22][CH:23]=[C:16]([NH:15][S:12]([CH3:11])(=[O:14])=[O:13])[CH:17]=2)=[O:8])=[CH:4][N:3]=1. Given the reactants Br[C:2]1[CH:10]=[CH:9][C:5]([C:6]([OH:8])=O)=[CH:4][N:3]=1.[CH3:11][S:12]([NH:15][C:16]1[CH:17]=[C:18]([CH:21]=[CH:22][CH:23]=1)[CH2:19][NH2:20])(=[O:14])=[O:13].C(=O)([O-])[O-].[Na+].[Na+].S(Cl)([Cl:32])=O, predict the reaction product. (2) Given the reactants [Cl:1][C:2]1[CH:9]=[CH:8][CH:7]=[CH:6][C:3]=1[CH:4]=[O:5].[F:10][C:11]1[CH:12]=[C:13]([CH:15]=[CH:16][C:17]=1[O:18][CH3:19])[NH2:14], predict the reaction product. The product is: [NH2:14][C:13]1[CH:12]=[C:11]([F:10])[C:17]([O:18][CH3:19])=[CH:16][C:15]=1[C:4]([C:3]1[CH:6]=[CH:7][CH:8]=[CH:9][C:2]=1[Cl:1])=[O:5]. (3) Given the reactants C=C[C:3]1[CH:8]=[CH:7][CH:6]=CC=1.[C:9]([O:13]CCC(O)=O)(=[O:12])[CH:10]=[CH2:11], predict the reaction product. The product is: [C:9]([O:13][CH2:6][CH2:7][CH2:8][CH3:3])(=[O:12])[CH:10]=[CH2:11]. (4) Given the reactants C(O[C:4]([C:6]1[N:7]=[N:8][C:9]([O:12][CH2:13][C:14]2[C:15]([C:20]3[CH:25]=[CH:24][C:23]([F:26])=[CH:22][CH:21]=3)=[N:16][O:17][C:18]=2[CH3:19])=[CH:10][CH:11]=1)=[O:5])C.[NH:27]1[CH2:32][CH2:31][S:30](=[O:34])(=[O:33])[CH2:29][CH2:28]1, predict the reaction product. The product is: [O:33]=[S:30]1(=[O:34])[CH2:31][CH2:32][N:27]([C:4]([C:6]2[N:7]=[N:8][C:9]([O:12][CH2:13][C:14]3[C:15]([C:20]4[CH:21]=[CH:22][C:23]([F:26])=[CH:24][CH:25]=4)=[N:16][O:17][C:18]=3[CH3:19])=[CH:10][CH:11]=2)=[O:5])[CH2:28][CH2:29]1. (5) Given the reactants [NH:1]1[C:9]2[C:4](=[CH:5][CH:6]=[C:7]([C:10]([OH:12])=O)[CH:8]=2)[CH:3]=[N:2]1.[NH:13]1[CH2:18][CH2:17][CH2:16][C@@H:15]2[C:19]3[CH:20]=[CH:21][CH:22]=[CH:23][C:24]=3[CH2:25][C@H:14]12.F[P-](F)(F)(F)(F)F.N1(OC(N(C)C)=[N+](C)C)C2N=CC=CC=2N=N1, predict the reaction product. The product is: [N:13]1([C:10]([C:7]2[CH:8]=[C:9]3[C:4]([CH:3]=[N:2][NH:1]3)=[CH:5][CH:6]=2)=[O:12])[CH2:18][CH2:17][CH2:16][C@@H:15]2[C:19]3[CH:20]=[CH:21][CH:22]=[CH:23][C:24]=3[CH2:25][C@H:14]12. (6) Given the reactants C(O)C.[Cl-].[NH4+].[N+:6]([C:9]1[C:10]([NH:15][C:16]2[CH:26]=[CH:25][C:19]([C:20]([O:22][CH2:23][CH3:24])=[O:21])=[CH:18][CH:17]=2)=[N:11][CH:12]=[CH:13][CH:14]=1)([O-])=O, predict the reaction product. The product is: [NH2:6][C:9]1[C:10]([NH:15][C:16]2[CH:26]=[CH:25][C:19]([C:20]([O:22][CH2:23][CH3:24])=[O:21])=[CH:18][CH:17]=2)=[N:11][CH:12]=[CH:13][CH:14]=1. (7) Given the reactants [C:1](Cl)(=[O:3])[CH3:2].[F:5][C:6]1[CH:7]=[C:8]([OH:13])[CH:9]=[CH:10][C:11]=1[F:12].C(N(CC)CC)C, predict the reaction product. The product is: [C:1]([O:13][C:8]1[CH:9]=[CH:10][C:11]([F:12])=[C:6]([F:5])[CH:7]=1)(=[O:3])[CH3:2]. (8) Given the reactants C([Li])CCC.Br[C:7]1[CH:8]=[CH:9][C:10]([O:13][CH3:14])=[N:11][CH:12]=1.[O:15]=[C:16]1[CH2:21][CH2:20][N:19]([C:22]([O:24][CH2:25][C:26]2[CH:31]=[CH:30][CH:29]=[CH:28][CH:27]=2)=[O:23])[CH2:18][CH2:17]1, predict the reaction product. The product is: [OH:15][C:16]1([C:7]2[CH:12]=[N:11][C:10]([O:13][CH3:14])=[CH:9][CH:8]=2)[CH2:17][CH2:18][N:19]([C:22]([O:24][CH2:25][C:26]2[CH:31]=[CH:30][CH:29]=[CH:28][CH:27]=2)=[O:23])[CH2:20][CH2:21]1. (9) Given the reactants [CH:1]12[CH2:10][CH:5]3[CH2:6][CH:7]([CH2:9][CH:3]([CH2:4]3)[CH:2]1[N:11]1[C:14](=[O:15])[C:13]([CH3:17])([CH3:16])[NH:12]1)[CH2:8]2.[Cl:18][C:19]1[CH:20]=[C:21]([CH:24]=[CH:25][CH:26]=1)[CH2:22]Br, predict the reaction product. The product is: [Cl:18][C:19]1[CH:20]=[C:21]([CH:24]=[CH:25][CH:26]=1)[CH2:22][N:12]1[C:13]([CH3:17])([CH3:16])[C:14](=[O:15])[N:11]1[CH:2]1[CH:3]2[CH2:4][CH:5]3[CH2:6][CH:7]([CH2:8][CH:1]1[CH2:10]3)[CH2:9]2.